This data is from Reaction yield outcomes from USPTO patents with 853,638 reactions. The task is: Predict the reaction yield, written as a fraction of the theoretical maximum amount of product (1.0 means a 100% yield; for example, 0.34 means a 34% yield). (1) The reactants are [OH:1][C:2]1[CH:3]=[C:4]([C:8]#[C:9][C:10]2[CH:11]=[C:12]([C:16]([N:18]=[S@:19]([CH2:27][C:28](OCC)=[O:29])([C:21]3[CH:26]=[CH:25][CH:24]=[CH:23][CH:22]=3)=[O:20])=[O:17])[CH:13]=[N:14][CH:15]=2)[CH:5]=[CH:6][CH:7]=1.[CH3:33][NH:34][CH2:35][CH2:36][OH:37]. No catalyst specified. The product is [OH:37][CH2:36][CH2:35][N:34]([CH3:33])[C:28](=[O:29])[CH2:27][S@:19](=[O:20])([C:21]1[CH:22]=[CH:23][CH:24]=[CH:25][CH:26]=1)=[N:18][C:16](=[O:17])[C:12]1[CH:11]=[C:10]([C:9]#[C:8][C:4]2[CH:5]=[CH:6][CH:7]=[C:2]([OH:1])[CH:3]=2)[CH:15]=[N:14][CH:13]=1. The yield is 0.610. (2) The reactants are FC(F)(F)C(O)=O.[CH3:8][O:9][C:10](=[O:32])[CH2:11][C:12]1[C:21]([CH3:22])=[C:20]([C:23]([N:25]2[CH2:30][CH2:29][NH:28][CH2:27][CH2:26]2)=[O:24])[C:19]2[C:14](=[CH:15][CH:16]=[C:17]([F:31])[CH:18]=2)[CH:13]=1.[CH2:33]([S:35](Cl)(=[O:37])=[O:36])[CH3:34].C(N(CC)CC)C. The catalyst is ClCCl. The product is [CH3:8][O:9][C:10](=[O:32])[CH2:11][C:12]1[C:21]([CH3:22])=[C:20]([C:23]([N:25]2[CH2:30][CH2:29][N:28]([S:35]([CH2:33][CH3:34])(=[O:37])=[O:36])[CH2:27][CH2:26]2)=[O:24])[C:19]2[C:14](=[CH:15][CH:16]=[C:17]([F:31])[CH:18]=2)[CH:13]=1. The yield is 0.870. (3) The reactants are [CH:1]1([NH2:7])[CH2:6][CH2:5][CH2:4][CH2:3][CH2:2]1.C([O:10][C:11]([C:13]1[C:14](=[O:32])[N:15]([CH2:25][C:26]2[CH:31]=[CH:30][CH:29]=[CH:28][CH:27]=2)[C:16]2[C:21]([C:22]=1[OH:23])=[CH:20][C:19]([F:24])=[CH:18][CH:17]=2)=O)C. The catalyst is C1(C)C=CC=CC=1.O. The product is [CH:1]1([NH:7][C:11]([C:13]2[C:14](=[O:32])[N:15]([CH2:25][C:26]3[CH:31]=[CH:30][CH:29]=[CH:28][CH:27]=3)[C:16]3[C:21]([C:22]=2[OH:23])=[CH:20][C:19]([F:24])=[CH:18][CH:17]=3)=[O:10])[CH2:6][CH2:5][CH2:4][CH2:3][CH2:2]1. The yield is 0.780.